From a dataset of Drug-target binding data from BindingDB using Ki measurements. Regression. Given a target protein amino acid sequence and a drug SMILES string, predict the binding affinity score between them. We predict pKi (pKi = -log10(Ki in M); higher means stronger inhibition). Dataset: bindingdb_ki. (1) The pKi is 10. The target protein sequence is MYTKIIGTGSYLPEQVRTNADLEKMVDTSDEWIVTRTGIRERHIAAPNETVSTMGFEAATRAIEMAGIEKDQIGLIVVATTSATHAFPSAACQIQSMLGIKGCPAFDVAAACAGFTYALSVADQYVKSGAVKYALVVGSDVLARTCDPTDRGTIIIFGDGAGAAVLAASEEPGIISTHLHADGSYGELLTLPNADRVNPENSIHLTMAGNEVFKVAVTELAHIVDETLAANNLDRSQLDWLVPHQANLRIISATAKKLGMSMDNVVVTLDRHGNTSAASVPCALDEAVRDGRIKPGQLVLLEAFGGGFTWGSALVRF. The drug is Cc1ncc([N+](=O)[O-])n1CC(C)OC(=O)/C=C/c1ccccc1F. (2) The drug is O=C(NO)[C@H](O)[C@H](O)CO. The target protein (P45578) has sequence MPLLDSFTVDHTRMEAPAVRVAKTMNTPHGDAITVFDLRFCVPNKEVMPERGIHTLEHLFAGFMRNHLNGNGVEIIDISPMGCRTGFYMSLIGTPDEQRVADAWKAAMEDVLKVQDQNQIPELNVYQCGTYQMHSLQEAQDIARSILERDVRINSNEELALPKEKLQELHI. The pKi is 3.1. (3) The small molecule is CCCC=Nc1ccnc(=O)[nH]1. The target protein (P15840) has sequence MSKVENKTKKLRVFEAFAGIGAQRKALEKVRKDEYEIVGLAEWYVPAIVMYQAIHNNFHTKLEYKSVSREEMIDYLENKTLSWNSKNPVSNGYWKRKKDDELKIIYNAIKLSEKEGNIFDIRDLYKRTLKNIDLLTYSFPCQDLSQQGIQKGMKRGSGTRSGLLWEIERALDSTEKNDLPKYLLMENVGALLHKKNEEELNQWKQKLESLGYQNSIEVLNAADFGSSQARRRVFMISTLNEFVELPKGDKKPKSIKKVLNKIVSEKDILNNLLKYNLTEFKKTKSNINKASLIGYSKFNSEGYVYDPEFTGPTLTASGANSRIKIKDGSNIRKMNSDETFLYIGFDSQDGKRVNEIEFLTENQKIFVCGNSISVEVLEAIIDKIGG. The pKi is 3.1.